This data is from Catalyst prediction with 721,799 reactions and 888 catalyst types from USPTO. The task is: Predict which catalyst facilitates the given reaction. (1) Reactant: [CH3:1][C:2]([OH:6])([C:4]#[CH:5])[CH3:3].C1CCN2C(=NCCC2)CC1.C(OC(C(F)(F)F)=O)(C(F)(F)F)=O.[Br:31][C:32]1[CH:37]=[CH:36][C:35](O)=[CH:34][N:33]=1. Product: [Br:31][C:32]1[N:33]=[C:34]2[CH:5]=[CH:4][C:2]([CH3:3])([CH3:1])[O:6][C:35]2=[CH:36][CH:37]=1. The catalyst class is: 10. (2) Reactant: [CH2:1]([N:8]1[CH2:13][CH2:12][CH:11]([N:14]([CH3:31])[C:15]([N:17]2[CH:21]=[C:20]([C:22]3[CH:27]=[CH:26][CH:25]=[C:24]([N+:28]([O-])=O)[CH:23]=3)[N:19]=[CH:18]2)=[O:16])[CH2:10][CH2:9]1)[C:2]1[CH:7]=[CH:6][CH:5]=[CH:4][CH:3]=1. Product: [NH2:28][C:24]1[CH:23]=[C:22]([C:20]2[N:19]=[CH:18][N:17]([C:15]([N:14]([CH:11]3[CH2:12][CH2:13][N:8]([CH2:1][C:2]4[CH:3]=[CH:4][CH:5]=[CH:6][CH:7]=4)[CH2:9][CH2:10]3)[CH3:31])=[O:16])[CH:21]=2)[CH:27]=[CH:26][CH:25]=1. The catalyst class is: 19.